This data is from Catalyst prediction with 721,799 reactions and 888 catalyst types from USPTO. The task is: Predict which catalyst facilitates the given reaction. (1) Reactant: [C:1]([C:3]1[NH:4][C:5]2[C:10]([CH:11]=1)=[CH:9][CH:8]=[CH:7][C:6]=2[NH:12][S:13]([C:16]1[S:17][CH:18]=[CH:19][CH:20]=1)(=[O:15])=[O:14])#[N:2].Cl.[CH2:22]([O:24][C:25](=[O:30])[C@H:26]([CH2:28][SH:29])N)[CH3:23].C(O)C. Product: [S:17]1[CH:18]=[CH:19][CH:20]=[C:16]1[S:13]([NH:12][C:6]1[CH:7]=[CH:8][CH:9]=[C:10]2[C:5]=1[NH:4][C:3]([C:1]1[S:29][CH2:28][CH:26]([C:25]([O:24][CH2:22][CH3:23])=[O:30])[N:2]=1)=[CH:11]2)(=[O:14])=[O:15]. The catalyst class is: 6. (2) Reactant: [CH3:1][O:2][C:3]1[CH:4]=[C:5]2[C:10](=[CH:11][C:12]=1[O:13][CH3:14])[C:9]([CH3:15])=[N:8][C:7]([OH:16])=[CH:6]2.[OH-].[K+].Cl.Cl[CH2:21][C:22]1[C:23]([NH:35][CH3:36])=[N:24][C:25]2[CH:26]=[C:27]3[O:34][CH2:33][O:32][C:28]3=[CH:29][C:30]=2[CH:31]=1. Product: [CH3:1][O:2][C:3]1[CH:4]=[C:5]2[C:10](=[CH:11][C:12]=1[O:13][CH3:14])[C:9]([CH3:15])=[N:8][C:7]([OH:16])=[C:6]2[CH2:21][C:22]1[C:23]([NH:35][CH3:36])=[N:24][C:25]2[CH:26]=[C:27]3[O:34][CH2:33][O:32][C:28]3=[CH:29][C:30]=2[CH:31]=1. The catalyst class is: 308. (3) Reactant: Br.[CH2:2]([NH:4][CH:5]([CH3:15])[CH2:6][C:7]1[CH:8]=[C:9]([OH:14])[C:10]([OH:13])=[CH:11][CH:12]=1)[CH3:3].[C:16](=[O:19])(O)[O-].[Na+].[C:21](O[C:29]([O:31][C:32]([CH3:35])([CH3:34])[CH3:33])=[O:30])(OC(C)(C)C)=O. The catalyst class is: 90. Product: [CH3:21][O:14][C:9]1[CH:8]=[C:7]([CH2:6][CH:5]([NH:4][CH2:2][CH3:3])[CH3:15])[CH:12]=[CH:11][C:10]=1[O:19][CH3:16].[C:32]([O:31][C:29](=[O:30])[N:4]([CH:5]([CH3:15])[CH2:6][C:7]1[CH:12]=[CH:11][C:10]([OH:13])=[C:9]([OH:14])[CH:8]=1)[CH2:2][CH3:3])([CH3:33])([CH3:34])[CH3:35]. (4) Reactant: [N+:1]([C:4]1[CH:5]=[C:6]([C:10](=[O:12])[CH3:11])[CH:7]=[CH:8][CH:9]=1)([O-:3])=[O:2].S(Cl)([Cl:16])(=O)=O. Product: [Cl:16][CH2:11][C:10]([C:6]1[CH:7]=[CH:8][CH:9]=[C:4]([N+:1]([O-:3])=[O:2])[CH:5]=1)=[O:12]. The catalyst class is: 282. (5) Reactant: [O:1]1[C:5]2[CH:6]=[CH:7][CH:8]=[CH:9][C:4]=2[CH2:3][CH:2]1[CH2:10]O.[C:12]1(=[O:22])[NH:16][C:15](=[O:17])[C:14]2=[CH:18][CH:19]=[CH:20][CH:21]=[C:13]12.C1(P(C2C=CC=CC=2)C2C=CC=CC=2)C=CC=CC=1.N(C(OCC)=O)=NC(OCC)=O. The catalyst class is: 1. Product: [O:1]1[C:5]2[CH:6]=[CH:7][CH:8]=[CH:9][C:4]=2[CH2:3][CH:2]1[CH2:10][N:16]1[C:12](=[O:22])[C:13]2[C:14](=[CH:18][CH:19]=[CH:20][CH:21]=2)[C:15]1=[O:17]. (6) Reactant: [Cl:1][C:2]1[C:3]2[N:4]([C:8]([CH:12]3[CH2:15][C:14](=O)[CH2:13]3)=[N:9][C:10]=2[I:11])[CH:5]=[CH:6][N:7]=1.C(O[BH-](OC(=O)C)OC(=O)C)(=O)C.[Na+].[C:31]([N:34]1[CH2:39][CH2:38][NH:37][CH2:36][CH2:35]1)(=[O:33])[CH3:32]. Product: [Cl:1][C:2]1[C:3]2[N:4]([C:8]([CH:12]3[CH2:15][CH:14]([N:37]4[CH2:38][CH2:39][N:34]([C:31](=[O:33])[CH3:32])[CH2:35][CH2:36]4)[CH2:13]3)=[N:9][C:10]=2[I:11])[CH:5]=[CH:6][N:7]=1. The catalyst class is: 26. (7) Reactant: Cl[C:2]1[C:7]([N+:8]([O-])=O)=[CH:6][CH:5]=[CH:4][N:3]=1.[Cl:11][C:12]1[CH:18]=[C:17]([O:19][CH3:20])[C:16]([O:21][CH2:22][C:23]2[C:28]([O:29][CH3:30])=[CH:27][CH:26]=[C:25]([F:31])[C:24]=2[F:32])=[CH:15][C:13]=1[NH2:14].C(N(CC)C(C)C)(C)C.O. Product: [NH2:8][C:7]1[C:2]([NH:14][C:13]2[CH:15]=[C:16]([O:21][CH2:22][C:23]3[C:28]([O:29][CH3:30])=[CH:27][CH:26]=[C:25]([F:31])[C:24]=3[F:32])[C:17]([O:19][CH3:20])=[CH:18][C:12]=2[Cl:11])=[N:3][CH:4]=[CH:5][CH:6]=1. The catalyst class is: 10.